From a dataset of Forward reaction prediction with 1.9M reactions from USPTO patents (1976-2016). Predict the product of the given reaction. (1) Given the reactants CC1(C)[O:6][C@@H:5]([CH2:7][CH2:8][NH:9][C:10]([CH:12]2[CH:16]([C:17]3[CH:22]=[CH:21][CH:20]=[C:19]([Cl:23])[CH:18]=3)[C:15]([C:26]3[CH:31]=[CH:30][C:29]([Cl:32])=[CH:28][CH:27]=3)([C:24]#[N:25])[CH:14]([C:33]3[CH:38]=[CH:37][CH:36]=[C:35]([Cl:39])[CH:34]=3)[NH:13]2)=[O:11])[CH2:4][O:3]1.Cl, predict the reaction product. The product is: [OH:6][C@H:5]([CH2:4][OH:3])[CH2:7][CH2:8][NH:9][C:10]([CH:12]1[CH:16]([C:17]2[CH:22]=[CH:21][CH:20]=[C:19]([Cl:23])[CH:18]=2)[C:15]([C:26]2[CH:31]=[CH:30][C:29]([Cl:32])=[CH:28][CH:27]=2)([C:24]#[N:25])[CH:14]([C:33]2[CH:38]=[CH:37][CH:36]=[C:35]([Cl:39])[CH:34]=2)[NH:13]1)=[O:11]. (2) Given the reactants [CH:1]([C:3]1[CH:8]=[CH:7][C:6]([NH:9][C:10](=[O:18])[CH2:11][S:12][CH2:13][C:14](OC)=O)=[CH:5][CH:4]=1)=[O:2].OCC1C=CC(NC(=O)CSC[C:32]([O:34][CH3:35])=[O:33])=CC=1, predict the reaction product. The product is: [CH:1]([C:3]1[CH:4]=[CH:5][C:6]([NH:9][C:10](=[O:18])[CH2:11][S:12][CH2:13][CH2:14][C:32]([O:34][CH3:35])=[O:33])=[CH:7][CH:8]=1)=[O:2]. (3) Given the reactants [C:1]([O:5][C:6](=[O:23])[NH:7][C:8]1[C:9]([CH3:22])=[C:10]([Br:21])[C:11]2[O:15][C:14]([CH3:17])([CH3:16])[C:13](=[O:18])[C:12]=2[C:19]=1[CH3:20])([CH3:4])([CH3:3])[CH3:2], predict the reaction product. The product is: [C:1]([O:5][C:6](=[O:23])[NH:7][C:8]1[C:9]([CH3:22])=[C:10]([Br:21])[C:11]2[O:15][C:14]([CH3:16])([CH3:17])[CH:13]([OH:18])[C:12]=2[C:19]=1[CH3:20])([CH3:3])([CH3:2])[CH3:4]. (4) Given the reactants C(OC([N:8]1[CH2:16][C:15]2[C:14]([N:17]([CH3:19])[CH3:18])=[N:13][CH:12]=[N:11][C:10]=2[CH2:9]1)=O)(C)(C)C.Cl, predict the reaction product. The product is: [N:11]1[C:10]2[CH2:9][NH:8][CH2:16][C:15]=2[C:14]([N:17]([CH3:19])[CH3:18])=[N:13][CH:12]=1. (5) Given the reactants [CH3:1][CH:2]([C@H:4]([NH2:23])C([O:7][CH2:8][CH2:9][O:10][CH2:11][N:12]1[C:16]2[NH:17][C:18]([NH2:22])=[N:19][C:20](=[O:21])[C:15]=2[N:14]=[CH:13]1)=O)[CH3:3].[NH:24]([C:32]([O:34]C(C)(C)C)=O)[C@H:25]([C:29]([OH:31])=[O:30])[CH:26]([CH3:28])[CH3:27], predict the reaction product. The product is: [CH:13]1[N:12]([CH2:11][O:10][CH2:9][CH2:8][OH:7])[C:16]2[N:17]=[C:18]([NH2:22])[N:19]=[C:20]([OH:21])[C:15]=2[N:14]=1.[CH3:1][CH:2]([C@H:4]([NH2:23])[C:32]([NH:24][C@H:25]([C:29]([OH:31])=[O:30])[CH:26]([CH3:27])[CH3:28])=[O:34])[CH3:3]. (6) Given the reactants C(=O)([O-])[O-].[K+].[K+].CC1(C)C(C)(C)OB([C:15]2[CH2:24][CH2:23][C:18]3([O:22][CH2:21][CH2:20][O:19]3)[CH2:17][CH:16]=2)O1.Br[C:27]1[CH:33]=[CH:32][C:30]([NH2:31])=[CH:29][C:28]=1[Cl:34].C(OCC)(=O)C, predict the reaction product. The product is: [Cl:34][C:28]1[CH:29]=[C:30]([CH:32]=[CH:33][C:27]=1[C:15]1[CH2:24][CH2:23][C:18]2([O:19][CH2:20][CH2:21][O:22]2)[CH2:17][CH:16]=1)[NH2:31]. (7) Given the reactants OO.C(O[C:10]([C:12](F)(F)F)=[O:11])(C(F)(F)F)=O.C(C1N=[N+:20]([O-:39])[C:21]2[CH:30]=[C:29]3[C:25]([CH2:26][CH:27](CCN4CCOCC4)[CH2:28]3)=[CH:24][C:22]=2[N:23]=1)C.C(O)(C(F)(F)F)=[O:41], predict the reaction product. The product is: [N+:20]([C:21]1[CH:30]=[C:29]2[C:25]([CH2:26][CH2:27][CH2:28]2)=[CH:24][C:22]=1[NH:23][C:10](=[O:11])[CH3:12])([O-:39])=[O:41].